This data is from Full USPTO retrosynthesis dataset with 1.9M reactions from patents (1976-2016). The task is: Predict the reactants needed to synthesize the given product. (1) Given the product [F:11][C:12]1[CH:17]=[CH:16][C:15]([F:18])=[CH:14][C:13]=1[C@H:19]1[CH2:23][CH2:22][CH2:21][N:20]1[C:2]1[CH:7]=[CH:6][N:5]2[N:8]=[CH:9][CH:10]=[C:4]2[N:3]=1, predict the reactants needed to synthesize it. The reactants are: Cl[C:2]1[CH:7]=[CH:6][N:5]2[N:8]=[CH:9][CH:10]=[C:4]2[N:3]=1.[F:11][C:12]1[CH:17]=[CH:16][C:15]([F:18])=[CH:14][C:13]=1[C@H:19]1[CH2:23][CH2:22][CH2:21][NH:20]1.[F-].[K+].O. (2) Given the product [Br:16][CH2:17][CH2:18][CH2:19][CH2:20][CH2:21][CH2:22][CH2:23][CH2:24][CH2:25][CH2:26][CH2:27][CH2:15][C:11]1[CH:10]=[N:9][CH:14]=[CH:13][CH:12]=1, predict the reactants needed to synthesize it. The reactants are: [Li+].CC([N-]C(C)C)C.[N:9]1[CH:14]=[CH:13][CH:12]=[C:11]([CH3:15])[CH:10]=1.[Br:16][CH2:17][CH2:18][CH2:19][CH2:20][CH2:21][CH2:22][CH2:23][CH2:24][CH2:25][CH2:26][CH2:27]Br.[NH4+].[Cl-]. (3) Given the product [C:16]([C:20]1[CH:21]=[CH:22][C:23]([O:28][C:2]2[C:11]3[C:6](=[CH:7][C:8]([O:14][CH3:15])=[C:9]([O:12][CH3:13])[CH:10]=3)[N:5]=[CH:4][CH:3]=2)=[C:24]([CH:27]=1)[CH:25]=[O:26])([CH3:19])([CH3:17])[CH3:18], predict the reactants needed to synthesize it. The reactants are: Cl[C:2]1[C:11]2[C:6](=[CH:7][C:8]([O:14][CH3:15])=[C:9]([O:12][CH3:13])[CH:10]=2)[N:5]=[CH:4][CH:3]=1.[C:16]([C:20]1[CH:21]=[CH:22][C:23]([OH:28])=[C:24]([CH:27]=1)[CH:25]=[O:26])([CH3:19])([CH3:18])[CH3:17].O. (4) Given the product [C:3]([Si:7]([CH3:25])([CH3:24])[O:8][C@@H:9]1[C:17]2[C:12](=[C:13]([CH:18]([OH:23])[C:19]([F:20])([F:21])[F:22])[CH:14]=[CH:15][CH:16]=2)[CH2:11][CH2:10]1)([CH3:6])([CH3:5])[CH3:4], predict the reactants needed to synthesize it. The reactants are: [BH4-].[Na+].[C:3]([Si:7]([CH3:25])([CH3:24])[O:8][C@@H:9]1[C:17]2[C:12](=[C:13]([C:18](=[O:23])[C:19]([F:22])([F:21])[F:20])[CH:14]=[CH:15][CH:16]=2)[CH2:11][CH2:10]1)([CH3:6])([CH3:5])[CH3:4]. (5) Given the product [CH3:1][O:2][C:3]1[CH:8]=[CH:7][CH:6]=[CH:5][C:4]=1[CH2:9][CH2:10][NH2:11], predict the reactants needed to synthesize it. The reactants are: [CH3:1][O:2][C:3]1[CH:8]=[CH:7][CH:6]=[CH:5][C:4]=1[CH:9]=[CH:10][N+:11]([O-])=O.[H-].[H-].[H-].[H-].[Li+].[Al+3]. (6) Given the product [CH3:38][NH:39][C:2]1[CH:7]=[CH:6][C:5]([S:8]([C:11]2[CH:12]=[CH:13][C:14]([C:34]([F:37])([F:35])[F:36])=[C:15]([S:17]([NH:20][CH:21]3[CH2:26][CH2:25][N:24]([C:27]([O:29][C:30]([CH3:32])([CH3:33])[CH3:31])=[O:28])[CH2:23][CH2:22]3)(=[O:19])=[O:18])[CH:16]=2)(=[O:9])=[O:10])=[CH:4][CH:3]=1, predict the reactants needed to synthesize it. The reactants are: F[C:2]1[CH:7]=[CH:6][C:5]([S:8]([C:11]2[CH:12]=[CH:13][C:14]([C:34]([F:37])([F:36])[F:35])=[C:15]([S:17]([NH:20][CH:21]3[CH2:26][CH2:25][N:24]([C:27]([O:29][C:30]([CH3:33])([CH3:32])[CH3:31])=[O:28])[CH2:23][CH2:22]3)(=[O:19])=[O:18])[CH:16]=2)(=[O:10])=[O:9])=[CH:4][CH:3]=1.[CH3:38][NH2:39]. (7) Given the product [NH2:1][C:2]1[CH:3]=[C:4]2[C:8](=[CH:9][CH:10]=1)[N:7]([C:11]1[N:19]=[C:18]([NH:20][C@H:21]3[CH2:26][CH2:25][C@H:24]([NH2:27])[CH2:23][CH2:22]3)[N:17]=[C:16]3[C:12]=1[N:13]=[CH:14][NH:15]3)[CH2:6][CH2:5]2, predict the reactants needed to synthesize it. The reactants are: [NH2:1][C:2]1[CH:3]=[C:4]2[C:8](=[CH:9][CH:10]=1)[N:7]([C:11]1[N:19]=[C:18]([NH:20][C@H:21]3[CH2:26][CH2:25][C@H:24]([NH:27]C(OC(C)(C)C)=O)[CH2:23][CH2:22]3)[N:17]=[C:16]3[C:12]=1[N:13]=[CH:14][N:15]3C(OC(C)(C)C)=O)[CH2:6][CH2:5]2.Cl.CO.ClCCl. (8) The reactants are: [F:1][C:2]([F:34])([F:33])[C:3]([C:9]1[CH:32]=[CH:31][C:12]([CH2:13][N:14]2[CH2:19][CH2:18][N:17]([C:20]([C:22]3[CH:27]=[CH:26][CH:25]=[C:24]([N+:28]([O-])=O)[CH:23]=3)=[O:21])[CH2:16][CH2:15]2)=[CH:11][CH:10]=1)([OH:8])[C:4]([F:7])([F:6])[F:5].Cl.[CH3:36][CH:37](O)[CH3:38]. Given the product [F:1][C:2]([F:34])([F:33])[C:3]([C:9]1[CH:32]=[CH:31][C:12]([CH2:13][N:14]2[CH2:19][CH2:18][N:17]([C:20]([C:22]3[CH:23]=[C:24]([NH:28][C:20]([NH:17][C:37]4[CH:38]=[CH:15][N:14]=[CH:13][CH:36]=4)=[O:21])[CH:25]=[CH:26][CH:27]=3)=[O:21])[CH2:16][CH2:15]2)=[CH:11][CH:10]=1)([OH:8])[C:4]([F:7])([F:6])[F:5], predict the reactants needed to synthesize it. (9) Given the product [CH3:15][N:16]([CH3:21])[C:17]([CH2:18][NH:19][CH2:1][C:3]1[CH:8]=[C:7]([C:9]([O:11][CH2:12][CH3:13])=[O:10])[CH:6]=[CH:5][N:4]=1)=[O:20], predict the reactants needed to synthesize it. The reactants are: [CH:1]([C:3]1[CH:8]=[C:7]([C:9]([O:11][CH2:12][CH3:13])=[O:10])[CH:6]=[CH:5][N:4]=1)=O.Cl.[CH3:15][N:16]([CH3:21])[C:17](=[O:20])[CH2:18][NH2:19]. (10) Given the product [CH3:37][O:38][C:1](=[O:5])[C:2]([C:22]1[C:21]2[C:16](=[CH:17][CH:18]=[CH:19][CH:20]=2)[NH:15][C:14]=1[C:11]1[CH:12]=[CH:13][C:8]([Cl:7])=[C:9]([S:23](=[O:25])(=[O:24])[NH:26][CH2:27][CH2:28][C:29]2[CH:34]=[CH:33][CH:32]=[CH:31][C:30]=2[O:35][CH3:36])[CH:10]=1)=[O:3], predict the reactants needed to synthesize it. The reactants are: [C:1](Cl)(=[O:5])[C:2](Cl)=[O:3].[Cl:7][C:8]1[CH:13]=[CH:12][C:11]([C:14]2[NH:15][C:16]3[C:21]([CH:22]=2)=[CH:20][CH:19]=[CH:18][CH:17]=3)=[CH:10][C:9]=1[S:23]([NH:26][CH2:27][CH2:28][C:29]1[CH:34]=[CH:33][CH:32]=[CH:31][C:30]=1[O:35][CH3:36])(=[O:25])=[O:24].[CH3:37][OH:38].